This data is from Full USPTO retrosynthesis dataset with 1.9M reactions from patents (1976-2016). The task is: Predict the reactants needed to synthesize the given product. (1) Given the product [F:1][C:2]1[C:7]([S:8]([NH2:17])(=[O:10])=[O:9])=[C:6]([F:12])[C:5]([F:13])=[C:4]([F:14])[C:3]=1[F:15], predict the reactants needed to synthesize it. The reactants are: [F:1][C:2]1[C:7]([S:8](Cl)(=[O:10])=[O:9])=[C:6]([F:12])[C:5]([F:13])=[C:4]([F:14])[C:3]=1[F:15].[Cl-].[NH4+:17].[OH-].[Na+]. (2) Given the product [F:11][C:10]([F:13])([F:12])[C:7]1[CH:8]=[CH:9][C:2]2[O:1][C:16]([C:17]3[CH:22]=[CH:21][N:20]=[CH:19][CH:18]=3)=[CH:4][C:3]=2[CH:6]=1, predict the reactants needed to synthesize it. The reactants are: [OH:1][C:2]1[CH:9]=[CH:8][C:7]([C:10]([F:13])([F:12])[F:11])=[CH:6][C:3]=1[CH:4]=O.Cl.Cl[CH2:16][C:17]1[CH:22]=[CH:21][N:20]=[CH:19][CH:18]=1.C(=O)([O-])[O-].[K+].[K+].CN(C=O)C. (3) Given the product [CH2:43]([C:35]1([C:38]([O:40][CH2:41][CH3:42])=[O:39])[CH2:36][CH2:37][CH:32]([C:30]([C@:14]23[CH2:26][CH2:25][C@@H:24]([C:27]([CH3:29])=[CH2:28])[C@@H:15]2[C@@H:16]2[C@@:11]([CH3:50])([CH2:12][CH2:13]3)[C@@:10]3([CH3:51])[C@@H:19]([C@:20]4([CH3:23])[C@@H:7]([CH2:8][CH2:9]3)[C:6]([CH3:52])([CH3:53])[C@@H:5]([OH:4])[CH2:22][CH2:21]4)[CH2:18][CH2:17]2)=[O:31])[CH2:33][CH2:34]1)[C:44]1[CH:45]=[CH:46][CH:47]=[CH:48][CH:49]=1, predict the reactants needed to synthesize it. The reactants are: C([O:4][C@H:5]1[CH2:22][CH2:21][C@@:20]2([CH3:23])[C@@H:7]([CH2:8][CH2:9][C@:10]3([CH3:51])[C@@H:19]2[CH2:18][CH2:17][C@H:16]2[C@@:11]3([CH3:50])[CH2:12][CH2:13][C@@:14]3([C:30]([CH:32]4[CH2:37][CH2:36][C:35]([CH2:43][C:44]5[CH:49]=[CH:48][CH:47]=[CH:46][CH:45]=5)([C:38]([O:40][CH2:41][CH3:42])=[O:39])[CH2:34][CH2:33]4)=[O:31])[CH2:26][CH2:25][C@@H:24]([C:27]([CH3:29])=[CH2:28])[C@@H:15]32)[C:6]1([CH3:53])[CH3:52])(=O)C.C1COCC1.[OH-].[Na+]. (4) Given the product [Si:26]([O:25][CH2:24][CH2:23][N:1]1[C:5]([C:6]([O:8][CH2:9][CH3:10])=[O:7])=[CH:4][C:3]([C:11]([O:13][CH2:14][CH3:15])=[O:12])=[N:2]1)([C:29]([CH3:32])([CH3:31])[CH3:30])([CH3:28])[CH3:27], predict the reactants needed to synthesize it. The reactants are: [NH:1]1[C:5]([C:6]([O:8][CH2:9][CH3:10])=[O:7])=[CH:4][C:3]([C:11]([O:13][CH2:14][CH3:15])=[O:12])=[N:2]1.C(=O)([O-])[O-].[K+].[K+].Br[CH2:23][CH2:24][O:25][Si:26]([C:29]([CH3:32])([CH3:31])[CH3:30])([CH3:28])[CH3:27]. (5) Given the product [CH2:19]([O:18][CH2:17][C@@H:15]1[CH2:16][C@H:13]([CH:12]=[O:11])[CH2:14]1)[C:20]1[CH:25]=[CH:24][CH:23]=[CH:22][CH:21]=1, predict the reactants needed to synthesize it. The reactants are: CS(C)=O.C(Cl)(=O)C(Cl)=O.[OH:11][CH2:12][CH:13]1[CH2:16][CH:15]([CH2:17][O:18][CH2:19][C:20]2[CH:25]=[CH:24][CH:23]=[CH:22][CH:21]=2)[CH2:14]1.CCN(CC)CC. (6) The reactants are: I[CH:2]([CH3:4])[CH3:3].[NH2:5][C:6]1[CH:11]=[CH:10][CH:9]=[CH:8][C:7]=1[OH:12]. Given the product [CH:2]([NH:5][C:6]1[CH:11]=[CH:10][CH:9]=[CH:8][C:7]=1[OH:12])([CH3:4])[CH3:3], predict the reactants needed to synthesize it. (7) Given the product [CH2:7]1[C:3]2([CH2:4][CH2:5][CH2:6]2)[CH2:1][CH2:11][O:10][C:8]1=[O:9], predict the reactants needed to synthesize it. The reactants are: [CH:1]([C:3]1([CH2:7][C:8]([O:10][CH3:11])=[O:9])[CH2:6][CH2:5][CH2:4]1)=C.[OH-].[Na+].OO.Cl. (8) Given the product [F:1][C:2]1[CH:3]=[C:4]([C:9]2([C:21]3[CH:26]=[C:25]([F:27])[CH:24]=[C:23]([F:28])[CH:22]=3)[O:13][C:12]3[CH:14]=[CH:15][C:16]([C:18]([N:29]4[CH2:34][CH2:33][O:32][CH2:31][CH2:30]4)=[O:20])=[CH:17][C:11]=3[O:10]2)[CH:5]=[C:6]([F:8])[CH:7]=1, predict the reactants needed to synthesize it. The reactants are: [F:1][C:2]1[CH:3]=[C:4]([C:9]2([C:21]3[CH:26]=[C:25]([F:27])[CH:24]=[C:23]([F:28])[CH:22]=3)[O:13][C:12]3[CH:14]=[CH:15][C:16]([C:18]([OH:20])=O)=[CH:17][C:11]=3[O:10]2)[CH:5]=[C:6]([F:8])[CH:7]=1.[NH:29]1[CH2:34][CH2:33][O:32][CH2:31][CH2:30]1.